Task: Predict the reactants needed to synthesize the given product.. Dataset: Full USPTO retrosynthesis dataset with 1.9M reactions from patents (1976-2016) (1) The reactants are: [CH3:1][C:2]1[C:3]([C@H:21]([OH:27])[C:22]([O:24][CH2:25][CH3:26])=[O:23])=[C:4]([O:13][S:14]([C:17]([F:20])([F:19])[F:18])(=[O:16])=[O:15])[C:5]2[C:10]([CH:11]=1)=[CH:9][C:8]([CH3:12])=[CH:7][CH:6]=2.Cl(O)(=O)(=O)=O. Given the product [C:2]([O:27][C@@H:21]([C:3]1[C:2]([CH3:1])=[CH:11][C:10]2[C:5](=[CH:6][CH:7]=[C:8]([CH3:12])[CH:9]=2)[C:4]=1[O:13][S:14]([C:17]([F:19])([F:20])[F:18])(=[O:15])=[O:16])[C:22]([O:24][CH2:25][CH3:26])=[O:23])([CH3:3])([CH3:11])[CH3:1], predict the reactants needed to synthesize it. (2) Given the product [CH3:1][O:2][C:3]1[CH:4]=[C:5](/[CH:15]=[C:16]2/[C:17]3[N:18]([CH:22]=[C:23]([C:24]4[CH:29]=[CH:28][N:27]=[CH:26][CH:25]=4)[N:36]=3)[CH2:19][CH2:20][CH2:21]/2)[CH:6]=[CH:7][C:8]=1[N:9]1[CH:13]=[C:12]([CH3:14])[N:11]=[CH:10]1, predict the reactants needed to synthesize it. The reactants are: [CH3:1][O:2][C:3]1[CH:4]=[C:5](/[CH:15]=[C:16]2/[C:17](=O)[N:18]([CH2:22][C:23](=O)[C:24]3[CH:29]=[CH:28][N:27]=[CH:26][CH:25]=3)[CH2:19][CH2:20][CH2:21]/2)[CH:6]=[CH:7][C:8]=1[N:9]1[CH:13]=[C:12]([CH3:14])[N:11]=[CH:10]1.C([O-])(=O)C.[NH4+:36]. (3) Given the product [NH2:1][C:2]1[N:10]=[CH:9][N:8]=[C:7]2[C:3]=1[N:4]=[CH:5][N:6]2[C@H:11]1[C@@H:15]2[O:16][C:17]([CH3:19])([CH3:20])[O:18][C@@H:14]2[C@@H:13]([CH2:21][N:22]([CH:30]([CH3:31])[CH3:32])[CH2:23][CH2:24][CH2:25][CH2:26][C:27]([NH:70][C:67]2[CH:68]=[CH:69][C:64]([C:60]([CH3:63])([CH3:62])[CH3:61])=[CH:65][CH:66]=2)=[O:28])[O:12]1, predict the reactants needed to synthesize it. The reactants are: [NH2:1][C:2]1[N:10]=[CH:9][N:8]=[C:7]2[C:3]=1[N:4]=[CH:5][N:6]2[C@H:11]1[C@@H:15]2[O:16][C:17]([CH3:20])([CH3:19])[O:18][C@@H:14]2[C@@H:13]([CH2:21][N:22]([CH:30]([CH3:32])[CH3:31])[CH2:23][CH2:24][CH2:25][CH2:26][C:27](O)=[O:28])[O:12]1.F[P-](F)(F)(F)(F)F.N1(O[P+](N(C)C)(N(C)C)N(C)C)C2C=CC=CC=2N=N1.[C:60]([C:64]1[CH:69]=[CH:68][C:67]([NH2:70])=[CH:66][CH:65]=1)([CH3:63])([CH3:62])[CH3:61]. (4) Given the product [C:15]([C:14]1[CH:17]=[CH:18][C:11]([N:3]2[CH:4]=[C:5]([C:7]([OH:9])=[O:8])[N:6]=[C:2]2[CH3:1])=[C:12]([F:19])[CH:13]=1)#[N:16], predict the reactants needed to synthesize it. The reactants are: [CH3:1][C:2]1[NH:3][CH:4]=[C:5]([C:7]([OH:9])=[O:8])[N:6]=1.F[C:11]1[CH:18]=[CH:17][C:14]([C:15]#[N:16])=[CH:13][C:12]=1[F:19].C([O-])([O-])=O.[K+].[K+]. (5) Given the product [CH2:23]([O:22][C:20](=[O:21])[C:19]([C:25]#[N:26])=[CH:18][NH:10][C:7]1[CH:8]=[CH:9][C:4]([N+:1]([O-:3])=[O:2])=[C:5]([C:11]([F:12])([F:13])[F:14])[CH:6]=1)[CH3:24], predict the reactants needed to synthesize it. The reactants are: [N+:1]([C:4]1[CH:9]=[CH:8][C:7]([NH2:10])=[CH:6][C:5]=1[C:11]([F:14])([F:13])[F:12])([O-:3])=[O:2].C(O[CH:18]=[C:19]([C:25]#[N:26])[C:20]([O:22][CH2:23][CH3:24])=[O:21])C.C([O-])([O-])=O.[Cs+].[Cs+].O. (6) Given the product [F:2][C:3]1[CH:4]=[C:5]([N:10]2[C:14]([CH2:15][NH:16][C:34]([NH:33][C:24]3[CH:25]=[CH:26][C:27]([N:28]4[CH2:29][CH:30]([OH:32])[CH2:31]4)=[C:22]([F:21])[CH:23]=3)=[O:35])=[CH:13][C:12]([C:17]([F:20])([F:18])[F:19])=[N:11]2)[CH:6]=[CH:7][C:8]=1[F:9], predict the reactants needed to synthesize it. The reactants are: Cl.[F:2][C:3]1[CH:4]=[C:5]([N:10]2[C:14]([CH2:15][NH2:16])=[CH:13][C:12]([C:17]([F:20])([F:19])[F:18])=[N:11]2)[CH:6]=[CH:7][C:8]=1[F:9].[F:21][C:22]1[CH:23]=[C:24]([NH:33][C:34](=O)[O:35]C2C=CC=CC=2)[CH:25]=[CH:26][C:27]=1[N:28]1[CH2:31][CH:30]([OH:32])[CH2:29]1. (7) Given the product [N:26]1[C:27]2[C:22](=[CH:21][CH:20]=[C:19]([C:2]3[CH:7]=[CH:6][C:5]([CH2:8][C:9]#[N:10])=[CH:4][CH:3]=3)[CH:28]=2)[CH:23]=[CH:24][CH:25]=1, predict the reactants needed to synthesize it. The reactants are: Br[C:2]1[CH:7]=[CH:6][C:5]([CH2:8][C:9]#[N:10])=[CH:4][CH:3]=1.CC1(C)C(C)(C)OB([C:19]2[CH:28]=[C:27]3[C:22]([CH:23]=[CH:24][CH:25]=[N:26]3)=[CH:21][CH:20]=2)O1.C(=O)([O-])[O-].[K+].[K+]. (8) Given the product [CH2:21]([C:20]([C:17]1[CH:18]=[CH:19][C:14]([C:11]2[CH:10]=[CH:9][C:8]([CH:6]([OH:7])[C:5]([OH:41])=[O:4])=[CH:13][CH:12]=2)=[C:15]([CH3:40])[CH:16]=1)([C:23]1[CH:28]=[CH:27][C:26]([CH2:29][CH2:30][CH:31]([OH:36])[C:32]([CH3:34])([CH3:35])[CH3:33])=[C:25]([CH3:37])[CH:24]=1)[CH2:38][CH3:39])[CH3:22], predict the reactants needed to synthesize it. The reactants are: [OH-].[Na+].C[O:4][C:5](=[O:41])[CH:6]([C:8]1[CH:13]=[CH:12][C:11]([C:14]2[CH:19]=[CH:18][C:17]([C:20]([CH2:38][CH3:39])([C:23]3[CH:28]=[CH:27][C:26]([CH2:29][CH2:30][CH:31]([OH:36])[C:32]([CH3:35])([CH3:34])[CH3:33])=[C:25]([CH3:37])[CH:24]=3)[CH2:21][CH3:22])=[CH:16][C:15]=2[CH3:40])=[CH:10][CH:9]=1)[OH:7].Cl.